This data is from Reaction yield outcomes from USPTO patents with 853,638 reactions. The task is: Predict the reaction yield, written as a fraction of the theoretical maximum amount of product (1.0 means a 100% yield; for example, 0.34 means a 34% yield). (1) The reactants are [F:1][C:2]([F:24])([F:23])[O:3][C:4]1[CH:5]=[C:6]([C:10]2[CH:11]=[N:12][C:13]3[CH:14]=[CH:15][CH:16]=[C:17]([C:20](O)=[O:21])[C:18]=3[N:19]=2)[CH:7]=[CH:8][CH:9]=1.[NH2:25][C:26]1[S:27][CH:28]=[CH:29][N:30]=1.CN(C(ON1N=NC2C=CC=NC1=2)=[N+](C)C)C.F[P-](F)(F)(F)(F)F.CCN(C(C)C)C(C)C. The catalyst is CN(C=O)C.O. The product is [S:27]1[CH:28]=[CH:29][N:30]=[C:26]1[NH:25][C:20]([C:17]1[C:18]2[N:19]=[C:10]([C:6]3[CH:7]=[CH:8][CH:9]=[C:4]([O:3][C:2]([F:1])([F:23])[F:24])[CH:5]=3)[CH:11]=[N:12][C:13]=2[CH:14]=[CH:15][CH:16]=1)=[O:21]. The yield is 0.920. (2) The reactants are [F:1][C:2]([F:7])([F:6])[C:3]([OH:5])=[O:4].FC(F)(F)C(O)=O.[Cl:15][C:16]1[CH:17]=[N:18][C:19]2[NH:20][C:21]3[CH:22]=[CH:23][CH:24]=[C:25]([CH:47]=3)[CH2:26][CH2:27][C:28]3[CH:36]=[C:32]([NH:33][C:34]=1[N:35]=2)[CH:31]=[CH:30][C:29]=3[NH:37][C:38](=[O:46])[CH2:39][C@H:40]1[CH2:45][CH2:44][CH2:43][NH:42][CH2:41]1.[C:48]1([N:54]=[C:55]=[O:56])[CH:53]=[CH:52][CH:51]=[CH:50][CH:49]=1. No catalyst specified. The product is [F:1][C:2]([F:7])([F:6])[C:3]([OH:5])=[O:4].[Cl:15][C:16]1[CH:17]=[N:18][C:19]2[NH:20][C:21]3[CH:22]=[CH:23][CH:24]=[C:25]([CH:47]=3)[CH2:26][CH2:27][C:28]3[CH:36]=[C:32]([NH:33][C:34]=1[N:35]=2)[CH:31]=[CH:30][C:29]=3[NH:37][C:38](=[O:46])[CH2:39][C@H:40]1[CH2:45][CH2:44][CH2:43][N:42]([C:55]([NH:54][C:48]2[CH:53]=[CH:52][CH:51]=[CH:50][CH:49]=2)=[O:56])[CH2:41]1. The yield is 0.500. (3) The reactants are Br[C:2]1[C:6]2[CH:7]=[C:8]([C:11]([O:13][CH3:14])=[O:12])[CH:9]=[CH:10][C:5]=2[O:4][CH:3]=1.[F:15][C:16]([F:28])([F:27])[O:17][C:18]1[CH:23]=[CH:22][C:21](B(O)O)=[CH:20][CH:19]=1. No catalyst specified. The product is [F:15][C:16]([F:27])([F:28])[O:17][C:18]1[CH:23]=[CH:22][C:21]([C:2]2[C:6]3[CH:7]=[C:8]([C:11]([O:13][CH3:14])=[O:12])[CH:9]=[CH:10][C:5]=3[O:4][CH:3]=2)=[CH:20][CH:19]=1. The yield is 0.740. (4) The reactants are [F:1][C:2]([F:23])([F:22])[C:3]1[CH:4]=[C:5]([CH:8]=[CH:9][C:10]=1[O:11][C:12]1[CH:17]=[CH:16][CH:15]=[C:14]([C:18]([F:21])([F:20])[F:19])[CH:13]=1)[CH:6]=[O:7].[BH4-].[Na+]. The catalyst is CO. The product is [F:1][C:2]([F:22])([F:23])[C:3]1[CH:4]=[C:5]([CH2:6][OH:7])[CH:8]=[CH:9][C:10]=1[O:11][C:12]1[CH:17]=[CH:16][CH:15]=[C:14]([C:18]([F:19])([F:20])[F:21])[CH:13]=1. The yield is 0.830. (5) The reactants are [F:1][C:2]([F:25])([F:24])[O:3][C:4]1[CH:9]=[CH:8][C:7]([N:10]2[CH:14]=[N:13][C:12]([C:15]3[CH:20]=[CH:19][C:18]([CH:21]([OH:23])[CH3:22])=[CH:17][CH:16]=3)=[N:11]2)=[CH:6][CH:5]=1.C(N(CC)CC)C.C1C=CN=CC=1.O=S(=O)=O. The catalyst is ClCCl.CS(C)=O. The product is [F:25][C:2]([F:1])([F:24])[O:3][C:4]1[CH:5]=[CH:6][C:7]([N:10]2[CH:14]=[N:13][C:12]([C:15]3[CH:20]=[CH:19][C:18]([C:21](=[O:23])[CH3:22])=[CH:17][CH:16]=3)=[N:11]2)=[CH:8][CH:9]=1. The yield is 0.730. (6) The reactants are [CH2:1]1[C@@H:9]2[C@@H:4]([CH2:5][CH2:6][CH2:7][CH2:8]2)[CH2:3][NH:2]1.[N:10]([O-])=[O:11].[Na+]. The catalyst is Cl.O. The product is [N:10]([CH:1]1[C@@H:9]2[C@@H:4]([CH2:5][CH2:6][CH2:7][CH2:8]2)[CH2:3][NH:2]1)=[O:11]. The yield is 0.550. (7) The reactants are [CH2:1]([O:8][C:9]1[CH:14]=[CH:13][N:12]([C:15]2[CH:16]=[CH:17][C:18]3[C:19]4[CH2:28][N:27]([C:29](=[O:32])[CH2:30][Cl:31])[CH2:26][CH2:25][C:20]=4[N:21]([CH3:24])[C:22]=3[CH:23]=2)[C:11](=[O:33])[CH:10]=1)[C:2]1[CH:7]=[CH:6][CH:5]=[CH:4][CH:3]=1.[NH:34]1[CH2:38][CH2:37][CH2:36][CH2:35]1. The catalyst is CC#N. The product is [ClH:31].[ClH:31].[CH2:1]([O:8][C:9]1[CH:14]=[CH:13][N:12]([C:15]2[CH:16]=[CH:17][C:18]3[C:19]4[CH2:28][N:27]([C:29](=[O:32])[CH2:30][N:34]5[CH2:38][CH2:37][CH2:36][CH2:35]5)[CH2:26][CH2:25][C:20]=4[N:21]([CH3:24])[C:22]=3[CH:23]=2)[C:11](=[O:33])[CH:10]=1)[C:2]1[CH:7]=[CH:6][CH:5]=[CH:4][CH:3]=1. The yield is 0.970. (8) The reactants are [C:1]([O:5][C:6]([N:8]1[CH2:13][CH2:12][CH:11]([C:14]2[N:15]([CH2:30][CH2:31][O:32]C3CCCCO3)[CH:16]=[C:17]([C:19]3[CH:24]=[CH:23][C:22]([F:25])=[C:21]([C:26]([F:29])([F:28])[F:27])[CH:20]=3)[N:18]=2)[CH:10]([CH3:39])[CH2:9]1)=[O:7])([CH3:4])([CH3:3])[CH3:2].C1(C)C=CC(S(O)(=O)=O)=CC=1. The catalyst is CO. The product is [C:1]([O:5][C:6]([N:8]1[CH2:13][CH2:12][CH:11]([C:14]2[N:15]([CH2:30][CH2:31][OH:32])[CH:16]=[C:17]([C:19]3[CH:24]=[CH:23][C:22]([F:25])=[C:21]([C:26]([F:29])([F:28])[F:27])[CH:20]=3)[N:18]=2)[CH:10]([CH3:39])[CH2:9]1)=[O:7])([CH3:4])([CH3:3])[CH3:2]. The yield is 0.183. (9) The reactants are Cl.[NH:2]1[CH2:5][CH:4]([O:6][C:7]2[CH:12]=[CH:11][C:10]([Br:13])=[CH:9][N:8]=2)[CH2:3]1.Cl[C:15]([O:17][C:18]1[CH:23]=[CH:22][C:21]([N+:24]([O-:26])=[O:25])=[CH:20][CH:19]=1)=[O:16]. No catalyst specified. The product is [N+:24]([C:21]1[CH:20]=[CH:19][C:18]([O:17][C:15]([N:2]2[CH2:3][CH:4]([O:6][C:7]3[CH:12]=[CH:11][C:10]([Br:13])=[CH:9][N:8]=3)[CH2:5]2)=[O:16])=[CH:23][CH:22]=1)([O-:26])=[O:25]. The yield is 0.370.